Dataset: CYP2D6 inhibition data for predicting drug metabolism from PubChem BioAssay. Task: Regression/Classification. Given a drug SMILES string, predict its absorption, distribution, metabolism, or excretion properties. Task type varies by dataset: regression for continuous measurements (e.g., permeability, clearance, half-life) or binary classification for categorical outcomes (e.g., BBB penetration, CYP inhibition). Dataset: cyp2d6_veith. (1) The drug is Cc1ccc(-c2csc(NC(=S)NC(=O)/C=C/c3ccco3)n2)cc1. The result is 0 (non-inhibitor). (2) The drug is CCn1c(CCNC(=O)c2ccc(Cl)cc2Cl)n[nH]c1=S. The result is 0 (non-inhibitor). (3) The molecule is Cc1c(C)c(C)c(CC2(C)CSC2)c(CC2(C)CSC2)c1C. The result is 0 (non-inhibitor). (4) The molecule is CCC#CCOCC(=S)Nc1ccccc1. The result is 0 (non-inhibitor). (5) The molecule is O=C(Nc1ccsc1C(=O)NC1CCCCC1)c1ccc(F)cc1. The result is 0 (non-inhibitor). (6) The compound is CN(Cc1ccccc1)S(=O)(=O)c1ccc(OCC(=O)N2CCOCC2)cc1. The result is 0 (non-inhibitor). (7) The compound is O=C1CC2(CCCC2)CC(=O)N1CCCCNC[C@H]1COc2ccccc2O1. The result is 1 (inhibitor). (8) The drug is O=C(O)c1ccc(Sc2nnnn2-c2ccccc2)c([N+](=O)[O-])c1. The result is 0 (non-inhibitor). (9) The drug is Cc1cc(C)c(-c2noc(C(=O)OC(C)(C)C)c2C(=O)OC(C)(C)C)c(C)c1. The result is 0 (non-inhibitor). (10) The drug is C[C@@H]1O[C@@H](n2cc(F)c(=O)[nH]c2=O)[C@H](O)[C@@H]1O. The result is 0 (non-inhibitor).